Dataset: Forward reaction prediction with 1.9M reactions from USPTO patents (1976-2016). Task: Predict the product of the given reaction. Given the reactants [F:1][C:2]1[CH:10]=[CH:9][C:5]([C:6](O)=[O:7])=[C:4]([NH:11][C:12]2[CH:17]=[CH:16][CH:15]=[CH:14][C:13]=2[F:18])[CH:3]=1.C(N(CC)CC)C.CN(C=O)C.Cl.[CH3:32][NH:33][O:34][CH3:35], predict the reaction product. The product is: [F:1][C:2]1[CH:10]=[CH:9][C:5]([C:6]([N:33]([O:34][CH3:35])[CH3:32])=[O:7])=[C:4]([NH:11][C:12]2[CH:17]=[CH:16][CH:15]=[CH:14][C:13]=2[F:18])[CH:3]=1.